From a dataset of Reaction yield outcomes from USPTO patents with 853,638 reactions. Predict the reaction yield, written as a fraction of the theoretical maximum amount of product (1.0 means a 100% yield; for example, 0.34 means a 34% yield). The reactants are C(=O)C1C=CC=CC=1.[CH3:9][NH:10][CH:11]1[CH2:16][CH2:15][CH:14]([NH2:17])[CH2:13][CH2:12]1.[C:26](O[C:26]([O:28][C:29]([CH3:32])([CH3:31])[CH3:30])=[O:27])([O:28][C:29]([CH3:32])([CH3:31])[CH3:30])=[O:27].S([O-])(O)(=O)=O.[K+]. The catalyst is C1(C)C=CC=CC=1. The product is [C:29]([O:28][C:26](=[O:27])[N:10]([CH:11]1[CH2:16][CH2:15][CH:14]([NH2:17])[CH2:13][CH2:12]1)[CH3:9])([CH3:30])([CH3:31])[CH3:32]. The yield is 0.590.